Dataset: NCI-60 drug combinations with 297,098 pairs across 59 cell lines. Task: Regression. Given two drug SMILES strings and cell line genomic features, predict the synergy score measuring deviation from expected non-interaction effect. (1) Drug 1: CCC(=C(C1=CC=CC=C1)C2=CC=C(C=C2)OCCN(C)C)C3=CC=CC=C3.C(C(=O)O)C(CC(=O)O)(C(=O)O)O. Drug 2: CC1=C(C=C(C=C1)NC(=O)C2=CC=C(C=C2)CN3CCN(CC3)C)NC4=NC=CC(=N4)C5=CN=CC=C5. Cell line: OVCAR-5. Synergy scores: CSS=8.79, Synergy_ZIP=-2.79, Synergy_Bliss=-0.0882, Synergy_Loewe=0.716, Synergy_HSA=0.761. (2) Drug 1: CC1=C2C(C(=O)C3(C(CC4C(C3C(C(C2(C)C)(CC1OC(=O)C(C(C5=CC=CC=C5)NC(=O)C6=CC=CC=C6)O)O)OC(=O)C7=CC=CC=C7)(CO4)OC(=O)C)O)C)OC(=O)C. Drug 2: CC=C1C(=O)NC(C(=O)OC2CC(=O)NC(C(=O)NC(CSSCCC=C2)C(=O)N1)C(C)C)C(C)C. Cell line: OVCAR-5. Synergy scores: CSS=46.9, Synergy_ZIP=-1.24, Synergy_Bliss=-3.60, Synergy_Loewe=-15.9, Synergy_HSA=-8.61.